From a dataset of Catalyst prediction with 721,799 reactions and 888 catalyst types from USPTO. Predict which catalyst facilitates the given reaction. (1) Reactant: Cl[CH2:2][CH2:3][O:4][C:5]1[CH:10]=[CH:9][C:8]([N+:11]([O-:13])=[O:12])=[C:7]([CH3:14])[CH:6]=1.[CH3:15][N:16]1[CH2:21][CH2:20][NH:19][CH2:18][CH2:17]1.C(=O)([O-])[O-].[K+].[K+]. Product: [CH3:15][N:16]1[CH2:21][CH2:20][N:19]([CH2:2][CH2:3][O:4][C:5]2[CH:10]=[CH:9][C:8]([N+:11]([O-:13])=[O:12])=[C:7]([CH3:14])[CH:6]=2)[CH2:18][CH2:17]1. The catalyst class is: 9. (2) Reactant: COC(=O)[C@H]([O:11][C:12]1[C:13](=[O:45])[N:14]([C:38]2[N:39]=[N:40][C:41]([CH3:44])=[CH:42][CH:43]=2)[C@H:15]([C:28]2[CH:33]=[CH:32][C:31]([C:34]([F:37])([F:36])[CH3:35])=[CH:30][CH:29]=2)[C:16]=1[C:17](=[O:27])[C:18]1[CH:23]=[CH:22][C:21]([CH:24]([CH3:26])[CH3:25])=[CH:20][CH:19]=1)C1C=CC=CC=1. Product: [F:37][C:34]([C:31]1[CH:30]=[CH:29][C:28]([C@H:15]2[N:14]([C:38]3[N:39]=[N:40][C:41]([CH3:44])=[CH:42][CH:43]=3)[C:13](=[O:45])[C:12]([OH:11])=[C:16]2[C:17](=[O:27])[C:18]2[CH:19]=[CH:20][C:21]([CH:24]([CH3:25])[CH3:26])=[CH:22][CH:23]=2)=[CH:33][CH:32]=1)([F:36])[CH3:35]. The catalyst class is: 16. (3) Reactant: [C:1]([N:5]1[CH2:10][CH2:9][C:8]([CH3:12])([CH3:11])[C:7]([C:13](=[O:16])[CH:14]=[CH2:15])=[CH:6]1)([CH3:4])([CH3:3])[CH3:2].I[C:18]1[CH:23]=[CH:22][CH:21]=[CH:20][CH:19]=1.C(N(CC)CC)C.C1(C)C=CC=CC=1P(C1C=CC=CC=1C)C1C=CC=CC=1C. Product: [C:1]([N:5]1[CH2:10][CH2:9][C:8]([CH3:12])([CH3:11])[C:7]([C:13](=[O:16])/[CH:14]=[CH:15]/[C:18]2[CH:23]=[CH:22][CH:21]=[CH:20][CH:19]=2)=[CH:6]1)([CH3:4])([CH3:3])[CH3:2]. The catalyst class is: 524. (4) Reactant: [N:1]1[C:6]([NH2:7])=[CH:5][CH:4]=[CH:3][C:2]=1[NH2:8].[CH3:9][C:10](=O)[CH2:11][C:12](=O)[CH3:13].OS(O)(=O)=O.[OH-].[NH4+]. Product: [CH3:9][C:10]1[CH:11]=[C:12]([CH3:13])[N:7]=[C:6]2[C:5]=1[CH:4]=[CH:3][C:2]([NH2:8])=[N:1]2. The catalyst class is: 15.